Dataset: HIV replication inhibition screening data with 41,000+ compounds from the AIDS Antiviral Screen. Task: Binary Classification. Given a drug SMILES string, predict its activity (active/inactive) in a high-throughput screening assay against a specified biological target. (1) The molecule is C1CCC2(CC1)CCCN2. The result is 0 (inactive). (2) The result is 0 (inactive). The drug is c1ccc(-c2nnc(-c3ccccn3)c3c2CC2CC4Cc5c(-c6ccccn6)nnc(-c6ccccn6)c5C4C32)nc1.